From a dataset of Catalyst prediction with 721,799 reactions and 888 catalyst types from USPTO. Predict which catalyst facilitates the given reaction. (1) Reactant: Cl.O.[OH:3][C:4]12[C:15]3[C:10](=[C:11]([N+:16]([O-])=O)[CH:12]=[CH:13][CH:14]=3)[C:9](=[O:19])[C:8]1([NH:20][C:21]([C:23]1[N:24]([CH3:32])[C:25]3[C:30]([CH:31]=1)=[CH:29][CH:28]=[CH:27][CH:26]=3)=[O:22])[C:7]1[CH:33]=[CH:34][C:35]([CH:37]([CH3:39])[CH3:38])=[CH:36][C:6]=1[O:5]2. Product: [NH2:16][C:11]1[CH:12]=[CH:13][CH:14]=[C:15]2[C:10]=1[C:9](=[O:19])[C:8]1([NH:20][C:21]([C:23]3[N:24]([CH3:32])[C:25]4[C:30]([CH:31]=3)=[CH:29][CH:28]=[CH:27][CH:26]=4)=[O:22])[C:7]3[CH:33]=[CH:34][C:35]([CH:37]([CH3:39])[CH3:38])=[CH:36][C:6]=3[O:5][C:4]12[OH:3]. The catalyst class is: 186. (2) Reactant: [ClH:1].C(OC([N:9]1[CH2:14][CH2:13][N:12]([CH2:15][CH2:16][S:17]([CH3:20])(=[O:19])=[O:18])[CH2:11][CH2:10]1)=O)(C)(C)C. Product: [ClH:1].[ClH:1].[CH3:20][S:17]([CH2:16][CH2:15][N:12]1[CH2:11][CH2:10][NH:9][CH2:14][CH2:13]1)(=[O:18])=[O:19]. The catalyst class is: 12.